From a dataset of Forward reaction prediction with 1.9M reactions from USPTO patents (1976-2016). Predict the product of the given reaction. (1) Given the reactants [N:1]1([S:7]([C:10]2[CH:11]=[C:12]([CH:16]=[CH:17][CH:18]=2)[C:13]([OH:15])=O)(=[O:9])=[O:8])[CH2:6][CH2:5][CH2:4][CH2:3][CH2:2]1.[CH3:19][O:20][C:21]1[C:22]([NH2:27])=[N:23][CH:24]=[CH:25][CH:26]=1, predict the reaction product. The product is: [CH3:19][O:20][C:21]1[C:22]([NH:27][C:13](=[O:15])[C:12]2[CH:16]=[CH:17][CH:18]=[C:10]([S:7]([N:1]3[CH2:2][CH2:3][CH2:4][CH2:5][CH2:6]3)(=[O:8])=[O:9])[CH:11]=2)=[N:23][CH:24]=[CH:25][CH:26]=1. (2) The product is: [CH3:1][C:2]1[CH:3]=[C:4]([CH:22]=[C:23]([CH3:34])[C:24]=1[N:25]1[CH:29]=[C:28]([C:30]([F:32])([F:31])[F:33])[CH:27]=[N:26]1)[O:5][CH:6]([CH:16]1[CH2:19][C:18]([CH3:21])([CH3:20])[CH2:17]1)[C:7]1[CH:15]=[CH:14][C:10]([C:11]([NH:36][CH2:37][CH2:38][C:39]([O:41][CH2:42][CH3:43])=[O:40])=[O:13])=[CH:9][CH:8]=1. Given the reactants [CH3:1][C:2]1[CH:3]=[C:4]([CH:22]=[C:23]([CH3:34])[C:24]=1[N:25]1[CH:29]=[C:28]([C:30]([F:33])([F:32])[F:31])[CH:27]=[N:26]1)[O:5][CH:6]([CH:16]1[CH2:19][C:18]([CH3:21])([CH3:20])[CH2:17]1)[C:7]1[CH:15]=[CH:14][C:10]([C:11]([OH:13])=O)=[CH:9][CH:8]=1.Cl.[NH2:36][CH2:37][CH2:38][C:39]([O:41][CH2:42][CH3:43])=[O:40].F[P-](F)(F)(F)(F)F.N1(OC(N(C)C)=[N+](C)C)C2N=CC=CC=2N=N1.C(N(C(C)C)CC)(C)C, predict the reaction product. (3) Given the reactants [NH2:1][CH2:2][CH2:3][CH2:4][CH2:5][CH2:6][CH2:7][N:8]1[CH2:13][CH2:12][CH:11]([C:14]2[CH:15]=[C:16]([NH:20][C:21](=[O:25])[CH:22]([CH3:24])[CH3:23])[CH:17]=[CH:18][CH:19]=2)[CH2:10][CH2:9]1.[C:26]1([CH:32]([C:36]2[CH:41]=[CH:40][CH:39]=[CH:38][CH:37]=2)[C:33](Cl)=[O:34])[CH:31]=[CH:30][CH:29]=[CH:28][CH:27]=1, predict the reaction product. The product is: [C:36]1([CH:32]([C:26]2[CH:27]=[CH:28][CH:29]=[CH:30][CH:31]=2)[C:33]([NH:1][CH2:2][CH2:3][CH2:4][CH2:5][CH2:6][CH2:7][N:8]2[CH2:13][CH2:12][CH:11]([C:14]3[CH:15]=[C:16]([NH:20][C:21](=[O:25])[CH:22]([CH3:23])[CH3:24])[CH:17]=[CH:18][CH:19]=3)[CH2:10][CH2:9]2)=[O:34])[CH:37]=[CH:38][CH:39]=[CH:40][CH:41]=1. (4) The product is: [CH3:15][C:14]1([CH3:16])[C:2]2[CH:11]=[CH:10][C:5]([C:6]([O:8][CH3:9])=[O:7])=[CH:4][C:3]=2[O:12][CH2:13]1. Given the reactants Br[C:2]1[CH:11]=[CH:10][C:5]([C:6]([O:8][CH3:9])=[O:7])=[CH:4][C:3]=1[O:12][CH2:13][C:14]([CH3:16])=[CH2:15].C([SnH](CCCC)CCCC)CCC.CC(N=NC(C#N)(C)C)(C#N)C.C(OCC)(=O)C.CCCCCC, predict the reaction product. (5) The product is: [CH3:17][O:16][C:15]1[C:10]2[CH2:9][NH:8][CH2:39][CH2:38][C:11]=2[N:12]=[C:13]([C:18]2[C:26]([CH3:27])=[CH:25][CH:24]=[C:23]3[C:19]=2[CH:20]=[N:21][N:22]3[S:28]([C:31]2[CH:37]=[CH:36][C:34]([CH3:35])=[CH:33][CH:32]=2)(=[O:30])=[O:29])[N:14]=1. Given the reactants C([N:8]1[CH2:39][CH2:38][C:11]2[N:12]=[C:13]([C:18]3[C:26]([CH3:27])=[CH:25][CH:24]=[C:23]4[C:19]=3[CH:20]=[N:21][N:22]4[S:28]([C:31]3[CH:37]=[CH:36][C:34]([CH3:35])=[CH:33][CH:32]=3)(=[O:30])=[O:29])[N:14]=[C:15]([O:16][CH3:17])[C:10]=2[CH2:9]1)C1C=CC=CC=1.[H][H], predict the reaction product.